This data is from Catalyst prediction with 721,799 reactions and 888 catalyst types from USPTO. The task is: Predict which catalyst facilitates the given reaction. (1) Reactant: Br[C:2]1[CH:7]=[CH:6][C:5]([C:8]([F:11])([F:10])[F:9])=[CH:4][CH:3]=1.[Li]CCCC.CN(CCN(C)C)C.[C:25]([O:29][C:30]([N:32]1[CH2:37][CH2:36][CH:35]([CH:38]=[O:39])[CH2:34][CH2:33]1)=[O:31])([CH3:28])([CH3:27])[CH3:26].[NH4+].[Cl-]. Product: [C:25]([O:29][C:30]([N:32]1[CH2:37][CH2:36][CH:35]([CH:38]([OH:39])[C:2]2[CH:7]=[CH:6][C:5]([C:8]([F:11])([F:10])[F:9])=[CH:4][CH:3]=2)[CH2:34][CH2:33]1)=[O:31])([CH3:28])([CH3:27])[CH3:26]. The catalyst class is: 1. (2) Reactant: FC(F)(F)C(O)=O.[CH2:8]([C:12]1[CH:13]=[C:14](C2C=C(C3NC4CCNC(=O)C=4C=3)C=CN=2)[CH:15]=[CH:16][CH:17]=1)[CH2:9][CH2:10][CH3:11].[Br:34]C1C=CC=C(I)C=1.C(B(CCCC)CCCC)CCC.P([O-])([O-])([O-])=O.[K+].[K+].[K+]. Product: [CH2:8]([C:12]1[CH:13]=[C:14]([Br:34])[CH:15]=[CH:16][CH:17]=1)[CH2:9][CH2:10][CH3:11]. The catalyst class is: 7. (3) The catalyst class is: 11. Reactant: [C:1]1([C:14]2[CH:19]=[CH:18][CH:17]=[CH:16][CH:15]=2)[CH:6]=[CH:5][C:4]([CH2:7][C@H:8]2[NH:12][C:11](=[O:13])[CH2:10][CH2:9]2)=[CH:3][CH:2]=1.C(N(CC)CC)C.[C:27](O[C:27]([O:29][C:30]([CH3:33])([CH3:32])[CH3:31])=[O:28])([O:29][C:30]([CH3:33])([CH3:32])[CH3:31])=[O:28]. Product: [C:30]([O:29][C:27]([N:12]1[C@H:8]([CH2:7][C:4]2[CH:3]=[CH:2][C:1]([C:14]3[CH:15]=[CH:16][CH:17]=[CH:18][CH:19]=3)=[CH:6][CH:5]=2)[CH2:9][CH2:10][C:11]1=[O:13])=[O:28])([CH3:33])([CH3:32])[CH3:31]. (4) Reactant: [N+:1]([C:4]1[CH:13]=[CH:12][C:7]2[N:8]=[C:9]([NH2:11])[S:10][C:6]=2[CH:5]=1)([O-])=O.Cl[Sn]Cl. Product: [S:10]1[C:6]2[CH:5]=[C:4]([NH2:1])[CH:13]=[CH:12][C:7]=2[N:8]=[C:9]1[NH2:11]. The catalyst class is: 8.